Dataset: Catalyst prediction with 721,799 reactions and 888 catalyst types from USPTO. Task: Predict which catalyst facilitates the given reaction. (1) Reactant: [CH2:1]1[C:5]2[CH:6]=[CH:7][C:8]([OH:10])=[CH:9][C:4]=2[CH2:3][O:2]1.F[C:12]1[CH:17]=[CH:16][C:15]([N+:18]([O-:20])=[O:19])=[CH:14][CH:13]=1.C(=O)([O-])[O-].[K+].[K+]. Product: [N+:18]([C:15]1[CH:16]=[CH:17][C:12]([O:10][C:8]2[CH:7]=[CH:6][C:5]3[CH2:1][O:2][CH2:3][C:4]=3[CH:9]=2)=[CH:13][CH:14]=1)([O-:20])=[O:19]. The catalyst class is: 10. (2) Reactant: Cl.[CH3:2][O:3][C:4](=[O:17])[C@H:5]([CH2:7][C:8]1[C:16]2[C:11](=[CH:12][CH:13]=[CH:14][CH:15]=2)[NH:10][CH:9]=1)[NH2:6].C[O:19][C:20](=O)[CH2:21][C@H:22]1[CH2:26]OS(=O)(=O)[N:23]1[C:29]([O:31][CH2:32][CH:33]1[C:45]2[CH:44]=[CH:43][CH:42]=[CH:41][C:40]=2[C:39]2[C:34]1=[CH:35][CH:36]=[CH:37][CH:38]=2)=[O:30].P(O)(O)([O-])=O.[K+]. Product: [CH3:2][O:3][C:4](=[O:17])[C@@H:5]([N:6]1[CH2:26][C@@H:22]([NH:23][C:29]([O:31][CH2:32][CH:33]2[C:34]3[CH:35]=[CH:36][CH:37]=[CH:38][C:39]=3[C:40]3[C:45]2=[CH:44][CH:43]=[CH:42][CH:41]=3)=[O:30])[CH2:21][C:20]1=[O:19])[CH2:7][C:8]1[C:16]2[C:11](=[CH:12][CH:13]=[CH:14][CH:15]=2)[NH:10][CH:9]=1. The catalyst class is: 10. (3) Reactant: Br[C:2]1[S:6][C:5]([C:7](=[O:12])[C:8]([F:11])([F:10])[F:9])=[CH:4][CH:3]=1.[C:13]([C:16]1[CH:21]=[CH:20][C:19](B(O)O)=[CH:18][CH:17]=1)([OH:15])=[O:14]. Product: [F:9][C:8]([F:11])([F:10])[C:7]([C:5]1[S:6][C:2]([C:19]2[CH:20]=[CH:21][C:16]([C:13]([OH:15])=[O:14])=[CH:17][CH:18]=2)=[CH:3][CH:4]=1)=[O:12]. The catalyst class is: 3. (4) Reactant: [F:1][CH:2]([F:32])[C:3]1[N:7]([C:8]2[N:13]=[C:12]([N:14]3[CH2:19][CH2:18][O:17][CH2:16][CH2:15]3)[N:11]=[C:10]([N:20]3[CH2:25][CH2:24][NH:23][CH2:22][CH2:21]3)[N:9]=2)[C:6]2[CH:26]=[CH:27][CH:28]=[C:29]([O:30][CH3:31])[C:5]=2[N:4]=1.[Cl:33][C:34]([Cl:39])([Cl:38])[C:35](Cl)=[O:36]. Product: [CH3:31][O:30][C:29]1[C:5]2[N:4]=[C:3]([CH:2]([F:1])[F:32])[N:7]([C:8]3[N:13]=[C:12]([N:14]4[CH2:15][CH2:16][O:17][CH2:18][CH2:19]4)[N:11]=[C:10]([N:20]4[CH2:25][CH2:24][N:23]([C:35](=[O:36])[C:34]([Cl:39])([Cl:38])[Cl:33])[CH2:22][CH2:21]4)[N:9]=3)[C:6]=2[CH:26]=[CH:27][CH:28]=1. The catalyst class is: 2. (5) Reactant: O=[C:2]1[C:11]2[C:6](=[CH:7][CH:8]=[C:9]([C:12]#[N:13])[CH:10]=2)[NH:5][CH:4]=[CH:3]1.P(Br)(Br)[Br:15]. Product: [Br:15][C:2]1[C:11]2[C:6](=[CH:7][CH:8]=[C:9]([C:12]#[N:13])[CH:10]=2)[N:5]=[CH:4][CH:3]=1. The catalyst class is: 18. (6) Reactant: CS(O[CH2:6][CH2:7][C:8]1([C:29]2[CH:34]=[CH:33][CH:32]=[CH:31][CH:30]=2)[O:13][C:12](=[O:14])[N:11]([C:15]2[CH:16]=[C:17]([C:21]3[CH:26]=[CH:25][C:24]([F:27])=[CH:23][C:22]=3[F:28])[CH:18]=[CH:19][CH:20]=2)[CH2:10][CH2:9]1)(=O)=O.[N-:35]=[N+:36]=[N-:37].[Na+]. Product: [N:35]([CH2:6][CH2:7][C:8]1([C:29]2[CH:34]=[CH:33][CH:32]=[CH:31][CH:30]=2)[O:13][C:12](=[O:14])[N:11]([C:15]2[CH:16]=[C:17]([C:21]3[CH:26]=[CH:25][C:24]([F:27])=[CH:23][C:22]=3[F:28])[CH:18]=[CH:19][CH:20]=2)[CH2:10][CH2:9]1)=[N+:36]=[N-:37]. The catalyst class is: 173. (7) Reactant: C(O[C:6](=O)[N:7](C)[C@H:8]1[CH2:13][CH2:12][C@H:11]([O:14][C:15]2[CH:16]=[C:17]3[C:22](=[CH:23][CH:24]=2)[C:21](=[O:25])[NH:20][CH:19]=[CH:18]3)[CH2:10][CH2:9]1)(C)(C)C. Product: [CH3:6][NH:7][C@H:8]1[CH2:13][CH2:12][C@H:11]([O:14][C:15]2[CH:16]=[C:17]3[C:22](=[CH:23][CH:24]=2)[C:21](=[O:25])[NH:20][CH:19]=[CH:18]3)[CH2:10][CH2:9]1. The catalyst class is: 281. (8) Reactant: [CH2:1]([N:3]1[CH2:8][CH2:7][CH:6]([N:9]([CH3:31])[C:10]2[C:11]([C:24]3[CH:29]=[CH:28][C:27]([F:30])=[CH:26][CH:25]=3)=[N:12][C:13]3[C:18]([N:19]=2)=[CH:17][C:16]([C:20]([O:22]C)=[O:21])=[CH:15][CH:14]=3)[CH2:5][CH2:4]1)[CH3:2].[OH-].[Na+]. The catalyst class is: 5. Product: [CH2:1]([N:3]1[CH2:8][CH2:7][CH:6]([N:9]([CH3:31])[C:10]2[C:11]([C:24]3[CH:25]=[CH:26][C:27]([F:30])=[CH:28][CH:29]=3)=[N:12][C:13]3[C:18]([N:19]=2)=[CH:17][C:16]([C:20]([OH:22])=[O:21])=[CH:15][CH:14]=3)[CH2:5][CH2:4]1)[CH3:2]. (9) Product: [Cl:1][C:2]1[CH:3]=[CH:4][C:5]([CH:8]([C:34]2[CH:39]=[CH:38][C:37]([Cl:40])=[CH:36][CH:35]=2)[C:9]2[CH:10]=[C:11]3[C:16](=[CH:17][CH:18]=2)[N:15]=[C:14]([O:19][CH2:20][CH2:21][NH:22][S:23]([CH3:26])(=[O:24])=[O:25])[N:13]=[C:12]3[NH:27][CH:28]2[CH2:29][CH2:30][N:31]([S:49]([C:52]3[CH:53]=[CH:54][C:55]([C:56]([OH:58])=[O:57])=[CH:59][CH:60]=3)(=[O:51])=[O:50])[CH2:32][CH2:33]2)=[CH:6][CH:7]=1. The catalyst class is: 4. Reactant: [Cl:1][C:2]1[CH:7]=[CH:6][C:5]([CH:8]([C:34]2[CH:39]=[CH:38][C:37]([Cl:40])=[CH:36][CH:35]=2)[C:9]2[CH:10]=[C:11]3[C:16](=[CH:17][CH:18]=2)[N:15]=[C:14]([O:19][CH2:20][CH2:21][NH:22][S:23]([CH3:26])(=[O:25])=[O:24])[N:13]=[C:12]3[NH:27][CH:28]2[CH2:33][CH2:32][NH:31][CH2:30][CH2:29]2)=[CH:4][CH:3]=1.C(N(CC)CC)C.Cl[S:49]([C:52]1[CH:60]=[CH:59][C:55]([C:56]([OH:58])=[O:57])=[CH:54][CH:53]=1)(=[O:51])=[O:50].